This data is from Forward reaction prediction with 1.9M reactions from USPTO patents (1976-2016). The task is: Predict the product of the given reaction. Given the reactants [CH3:1][C:2]1([C:7]2[O:11][C:10]([CH2:12][N:13]3[N:17]=[C:16]([NH2:18])[CH:15]=[N:14]3)=[CH:9][CH:8]=2)[O:6]CCO1.[C:19]1([CH3:34])[CH:24]=[CH:23][CH:22]=[C:21]([C:25]2[O:29][C:28]([CH3:30])=[N:27][C:26]=2[C:31](O)=[O:32])[CH:20]=1, predict the reaction product. The product is: [C:2]([C:7]1[O:11][C:10]([CH2:12][N:13]2[N:17]=[C:16]([NH:18][C:31]([C:26]3[N:27]=[C:28]([CH3:30])[O:29][C:25]=3[C:21]3[CH:20]=[C:19]([CH3:34])[CH:24]=[CH:23][CH:22]=3)=[O:32])[CH:15]=[N:14]2)=[CH:9][CH:8]=1)(=[O:6])[CH3:1].